From a dataset of Forward reaction prediction with 1.9M reactions from USPTO patents (1976-2016). Predict the product of the given reaction. (1) The product is: [C:19]([O-:20])(=[O:49])[CH3:18].[NH4+:9].[CH3:13][N:14]1[C:19](=[O:20])[C:18]2=[C:21]([S:41][C:39]3[CH:40]=[CH:35][CH:36]=[CH:37][N:38]=3)[N:22]([CH2:24][C:25]3[CH:30]=[CH:29][CH:28]=[CH:27][CH:26]=3)[CH:23]=[C:17]2[C:16]([CH2:31][CH:32]([CH3:34])[CH3:33])=[N:15]1. Given the reactants C([Li])CCC.C([NH:9]C(C)C)(C)C.[CH3:13][N:14]1[C:19](=[O:20])[C:18]2=[CH:21][N:22]([CH2:24][C:25]3[CH:30]=[CH:29][CH:28]=[CH:27][CH:26]=3)[CH:23]=[C:17]2[C:16]([CH2:31][CH:32]([CH3:34])[CH3:33])=[N:15]1.[CH:35]1[CH:40]=[C:39]([S:41][S:41][C:39]2[N:38]=[CH:37][CH:36]=[CH:35][CH:40]=2)[N:38]=[CH:37][CH:36]=1.[O:49]1CCCC1, predict the reaction product. (2) The product is: [C:22]1([C:25]2[CH:26]=[CH:27][CH:28]=[CH:29][CH:30]=2)[CH:21]=[CH:20][C:19]([NH:18][C:17]2[CH:16]=[N:15][CH:14]=[C:13]3[S:31][C:10]([C:9]4[NH:32][C:5](=[O:4])[NH:7][N:8]=4)=[CH:11][C:12]=23)=[CH:24][CH:23]=1. Given the reactants Cl.C([O:4][C:5]([NH:7][N:8]=[C:9]([NH2:32])[C:10]1[S:31][C:13]2=[CH:14][N:15]=[CH:16][C:17]([NH:18][C:19]3[CH:24]=[CH:23][C:22]([C:25]4[CH:30]=[CH:29][CH:28]=[CH:27][CH:26]=4)=[CH:21][CH:20]=3)=[C:12]2[CH:11]=1)=O)C.C(=O)([O-])[O-].[K+].[K+].CO, predict the reaction product.